Dataset: Forward reaction prediction with 1.9M reactions from USPTO patents (1976-2016). Task: Predict the product of the given reaction. Given the reactants [F:1][C:2]1[CH:7]=[CH:6][C:5]([CH2:8][O:9][C:10]2[CH:24]=[CH:23][C:22](/[CH:25]=[N:26]\O)=[CH:21][C:11]=2[C:12]([NH:14][C:15]2[CH:16]=[N:17][CH:18]=[CH:19][CH:20]=2)=[O:13])=[CH:4][CH:3]=1.Cl.C(=O)([O-])O.[Na+].Cl[C:35]([O:37][CH3:38])=[O:36], predict the reaction product. The product is: [F:1][C:2]1[CH:7]=[CH:6][C:5]([CH2:8][O:9][C:10]2[CH:24]=[CH:23][C:22]([CH2:25][NH:26][C:35](=[O:36])[O:37][CH3:38])=[CH:21][C:11]=2[C:12]([NH:14][C:15]2[CH:16]=[N:17][CH:18]=[CH:19][CH:20]=2)=[O:13])=[CH:4][CH:3]=1.